This data is from Peptide-MHC class I binding affinity with 185,985 pairs from IEDB/IMGT. The task is: Regression. Given a peptide amino acid sequence and an MHC pseudo amino acid sequence, predict their binding affinity value. This is MHC class I binding data. (1) The peptide sequence is YVASYLLAA. The MHC is HLA-A02:02 with pseudo-sequence HLA-A02:02. The binding affinity (normalized) is 0.884. (2) The peptide sequence is VASSNYNRRF. The MHC is Mamu-B01 with pseudo-sequence Mamu-B01. The binding affinity (normalized) is 0. (3) The peptide sequence is ALVSGTATA. The MHC is HLA-A02:01 with pseudo-sequence HLA-A02:01. The binding affinity (normalized) is 0.548. (4) The peptide sequence is FLPDTRFFV. The MHC is HLA-A02:03 with pseudo-sequence HLA-A02:03. The binding affinity (normalized) is 0.793. (5) The peptide sequence is RVDGLELKK. The MHC is HLA-A03:01 with pseudo-sequence HLA-A03:01. The binding affinity (normalized) is 0.509. (6) The peptide sequence is AYNVVNKGHF. The MHC is HLA-A01:01 with pseudo-sequence HLA-A01:01. The binding affinity (normalized) is 0. (7) The peptide sequence is TPGPGTRYPL. The MHC is HLA-B18:01 with pseudo-sequence HLA-B18:01. The binding affinity (normalized) is 0.